This data is from Reaction yield outcomes from USPTO patents with 853,638 reactions. The task is: Predict the reaction yield, written as a fraction of the theoretical maximum amount of product (1.0 means a 100% yield; for example, 0.34 means a 34% yield). (1) The reactants are [CH2:1]([O:8][C:9]1[CH:18]=[C:17]2[C:12]([C:13]([Cl:19])=[N:14][CH:15]=[N:16]2)=[CH:11][C:10]=1[O:20][CH3:21])[C:2]1[CH:7]=[CH:6][CH:5]=[CH:4][CH:3]=1.[Br:22][C:23]1[CH:29]=[CH:28][C:26]([NH2:27])=[C:25]([F:30])[CH:24]=1. The catalyst is CC(O)C. The product is [ClH:19].[CH2:1]([O:8][C:9]1[CH:18]=[C:17]2[C:12]([C:13]([NH:27][C:26]3[CH:28]=[CH:29][C:23]([Br:22])=[CH:24][C:25]=3[F:30])=[N:14][CH:15]=[N:16]2)=[CH:11][C:10]=1[O:20][CH3:21])[C:2]1[CH:7]=[CH:6][CH:5]=[CH:4][CH:3]=1. The yield is 0.780. (2) The reactants are [CH3:1][O:2][C:3]1[CH:4]=[C:5]2[C:10](=[CH:11][C:12]=1[O:13][CH3:14])[N:9]=[CH:8][CH:7]=[C:6]2[O:15][C:16]1[C:22]([CH3:23])=[CH:21][C:19]([NH2:20])=[C:18]([CH3:24])[CH:17]=1.C(N(CC)CC)C.ClC(Cl)(O[C:36](=[O:42])OC(Cl)(Cl)Cl)Cl.[CH2:44]([N:46]([CH2:50][CH3:51])[CH2:47][CH2:48][NH2:49])[CH3:45]. The catalyst is C(Cl)(Cl)Cl.O. The product is [CH2:44]([N:46]([CH2:50][CH3:51])[CH2:47][CH2:48][NH:49][C:36]([NH:20][C:19]1[CH:21]=[C:22]([CH3:23])[C:16]([O:15][C:6]2[C:5]3[C:10](=[CH:11][C:12]([O:13][CH3:14])=[C:3]([O:2][CH3:1])[CH:4]=3)[N:9]=[CH:8][CH:7]=2)=[CH:17][C:18]=1[CH3:24])=[O:42])[CH3:45]. The yield is 0.100. (3) The reactants are [CH3:1][O:2][CH2:3][CH2:4][O:5][C:6]1[CH:12]=[CH:11][C:9]([NH2:10])=[C:8]([N+:13]([O-:15])=[O:14])[CH:7]=1.Cl.[N:17]([O-])=O.[Na+].[CH3:21][CH:22](C(C)=O)[C:23]([O:25][CH2:26][CH3:27])=[O:24].[OH-].[K+]. The catalyst is O.C(O)C.C(#N)C. The product is [CH3:1][O:2][CH2:3][CH2:4][O:5][C:6]1[CH:12]=[CH:11][C:9]([NH:10][N:17]=[C:22]([CH3:21])[C:23]([O:25][CH2:26][CH3:27])=[O:24])=[C:8]([N+:13]([O-:15])=[O:14])[CH:7]=1. The yield is 0.0600.